Dataset: Reaction yield outcomes from USPTO patents with 853,638 reactions. Task: Predict the reaction yield, written as a fraction of the theoretical maximum amount of product (1.0 means a 100% yield; for example, 0.34 means a 34% yield). (1) The reactants are [Cl:1][C:2]1[C:9]([CH3:10])=[C:8]([NH:11][C@@H:12]([C:16]2[O:17][C:18]([C:21]3[CH:26]=[CH:25][C:24]([OH:27])=[CH:23][CH:22]=3)=[N:19][N:20]=2)[C@@H:13]([OH:15])[CH3:14])[CH:7]=[CH:6][C:3]=1[C:4]#[N:5].[C:28](Cl)(=[O:35])[C:29]1[CH:34]=[CH:33][CH:32]=[CH:31][CH:30]=1. The catalyst is N1C=CC=CC=1.C(Cl)Cl. The product is [C:28]([O:27][C:24]1[CH:23]=[CH:22][C:21]([C:18]2[O:17][C:16]([C@H:12]([NH:11][C:8]3[CH:7]=[CH:6][C:3]([C:4]#[N:5])=[C:2]([Cl:1])[C:9]=3[CH3:10])[C@@H:13]([O:15][C:18](=[O:17])[C:21]3[CH:26]=[CH:25][CH:24]=[CH:23][CH:22]=3)[CH3:14])=[N:20][N:19]=2)=[CH:26][CH:25]=1)(=[O:35])[C:29]1[CH:34]=[CH:33][CH:32]=[CH:31][CH:30]=1. The yield is 0.820. (2) The reactants are [F:1][C:2]([C:5]1[CH:9]=[C:8]([NH:10][C:11](=[O:20])OC2C=CC(Cl)=CC=2)[O:7][N:6]=1)([CH3:4])[CH3:3].[CH3:21][O:22][C:23]1[CH:24]=[C:25]2[C:30](=[CH:31][C:32]=1[O:33][CH3:34])[N:29]=[CH:28][N:27]=[C:26]2[O:35][C:36]1[CH:37]=[C:38]([CH:40]=[CH:41][C:42]=1[F:43])[NH2:39]. The catalyst is C1COCC1. The product is [CH3:21][O:22][C:23]1[CH:24]=[C:25]2[C:30](=[CH:31][C:32]=1[O:33][CH3:34])[N:29]=[CH:28][N:27]=[C:26]2[O:35][C:36]1[CH:37]=[C:38]([NH:39][C:11]([NH:10][C:8]2[O:7][N:6]=[C:5]([C:2]([F:1])([CH3:3])[CH3:4])[CH:9]=2)=[O:20])[CH:40]=[CH:41][C:42]=1[F:43]. The yield is 0.640.